From a dataset of Reaction yield outcomes from USPTO patents with 853,638 reactions. Predict the reaction yield, written as a fraction of the theoretical maximum amount of product (1.0 means a 100% yield; for example, 0.34 means a 34% yield). The reactants are [C:1]([O:5][C:6]([NH:8][C@@H:9]([CH2:13][C:14]1[CH:19]=[CH:18][C:17]([N+:20]([O-:22])=[O:21])=[CH:16][CH:15]=1)[C:10]([OH:12])=O)=[O:7])([CH3:4])([CH3:3])[CH3:2].C(N(CC)CC)C.ClC(OCC(C)C)=O.[N+:38](=[CH2:40])=[N-:39]. The catalyst is C1COCC1.CCOCC. The product is [C:1]([O:5][C:6](=[O:7])[NH:8][CH:9]([CH2:13][C:14]1[CH:19]=[CH:18][C:17]([N+:20]([O-:22])=[O:21])=[CH:16][CH:15]=1)[C:10](=[O:12])[CH:40]=[N+:38]=[N-:39])([CH3:2])([CH3:3])[CH3:4]. The yield is 0.820.